Dataset: Full USPTO retrosynthesis dataset with 1.9M reactions from patents (1976-2016). Task: Predict the reactants needed to synthesize the given product. Given the product [CH2:34]([N:41]([CH2:42][CH3:43])[C:8](/[N:10]=[C:11]1\[S:12][C:13]([CH3:26])=[CH:14][N:15]\1[C:16]1[CH:17]=[CH:18][C:19]([C:22]([F:25])([F:23])[F:24])=[CH:20][CH:21]=1)=[O:9])[C:35]1[CH:40]=[CH:39][CH:38]=[CH:37][CH:36]=1, predict the reactants needed to synthesize it. The reactants are: [I-].C[N+]1C=CN([C:8](/[N:10]=[C:11]2\[S:12][C:13]([CH3:26])=[CH:14][N:15]\2[C:16]2[CH:21]=[CH:20][C:19]([C:22]([F:25])([F:24])[F:23])=[CH:18][CH:17]=2)=[O:9])C=1.C(NC(C)C)(C)C.[CH2:34]([NH:41][CH2:42][CH3:43])[C:35]1[CH:40]=[CH:39][CH:38]=[CH:37][CH:36]=1.